The task is: Predict which catalyst facilitates the given reaction.. This data is from Catalyst prediction with 721,799 reactions and 888 catalyst types from USPTO. (1) Reactant: [CH2:1]([O:8][C:9]1[CH:18]=[C:17]2[C:12]([C:13]([OH:30])=[C:14]([C:25]([O:27][CH2:28][CH3:29])=[O:26])[N:15]([CH2:20][C:21]([CH3:24])([CH3:23])[CH3:22])[C:16]2=[O:19])=[CH:11][CH:10]=1)[C:2]1[CH:7]=[CH:6][CH:5]=[CH:4][CH:3]=1.[CH2:31](O)[CH2:32][CH2:33][CH3:34].C(P(CCCC)CCCC)CCC.N(C(N1CCCCC1)=O)=NC(N1CCCCC1)=O. Product: [CH2:1]([O:8][C:9]1[CH:18]=[C:17]2[C:12]([C:13]([O:30][CH2:31][CH2:32][CH2:33][CH3:34])=[C:14]([C:25]([O:27][CH2:28][CH3:29])=[O:26])[N:15]([CH2:20][C:21]([CH3:23])([CH3:24])[CH3:22])[C:16]2=[O:19])=[CH:11][CH:10]=1)[C:2]1[CH:7]=[CH:6][CH:5]=[CH:4][CH:3]=1. The catalyst class is: 7. (2) Reactant: Cl.[NH2:2][C:3]1[CH:4]=[C:5]([CH:10]=[CH:11][C:12]=1[NH2:13])[C:6]([O:8][CH3:9])=[O:7].O.N1C=CC=CC=1.[C:21](Cl)(=[O:30])[C:22]1[CH:27]=[CH:26][C:25]([O:28][CH3:29])=[CH:24][CH:23]=1. Product: [CH3:29][O:28][C:25]1[CH:26]=[CH:27][C:22]([C:21]([NH:2][C:3]2[CH:4]=[C:5]([CH:10]=[CH:11][C:12]=2[NH2:13])[C:6]([O:8][CH3:9])=[O:7])=[O:30])=[CH:23][CH:24]=1. The catalyst class is: 10. (3) The catalyst class is: 3. Reactant: [C:1](=[O:22])(OC1C=CC([N+]([O-])=O)=CC=1)[O:2][CH2:3][CH2:4][N:5]1[CH2:10][CH2:9][N:8]([CH3:11])[CH2:7][CH2:6]1.CCN(C(C)C)C(C)C.[NH:32]1[C:40]2[C:35](=[CH:36][CH:37]=[CH:38][CH:39]=2)[CH2:34][CH2:33]1. Product: [N:32]1([C:1]([O:2][CH2:3][CH2:4][N:5]2[CH2:6][CH2:7][N:8]([CH3:11])[CH2:9][CH2:10]2)=[O:22])[C:40]2[C:35](=[CH:36][CH:37]=[CH:38][CH:39]=2)[CH2:34][CH2:33]1. (4) Reactant: [NH:1]1[C:9]2[C:4](=[CH:5][CH:6]=[CH:7][CH:8]=2)[C:3]([CH:10]=[C:11]2[C:20]3[N:16]([C:17]([C:21]4[CH:26]=[CH:25][CH:24]=[CH:23][CH:22]=4)=[N:18][N:19]=3)[C:15]3[CH:27]=[CH:28][CH:29]=[CH:30][C:14]=3[N:13]([CH2:31][C:32]([N:34]([CH:41]([CH3:43])[CH3:42])[C:35]3[CH:40]=[CH:39][CH:38]=[CH:37][CH:36]=3)=[O:33])[C:12]2=[O:44])=[CH:2]1.C([O-])=O.[NH4+]. Product: [NH:1]1[C:9]2[C:4](=[CH:5][CH:6]=[CH:7][CH:8]=2)[C:3]([CH2:10][CH:11]2[C:20]3[N:16]([C:17]([C:21]4[CH:26]=[CH:25][CH:24]=[CH:23][CH:22]=4)=[N:18][N:19]=3)[C:15]3[CH:27]=[CH:28][CH:29]=[CH:30][C:14]=3[N:13]([CH2:31][C:32]([N:34]([CH:41]([CH3:42])[CH3:43])[C:35]3[CH:40]=[CH:39][CH:38]=[CH:37][CH:36]=3)=[O:33])[C:12]2=[O:44])=[CH:2]1. The catalyst class is: 256. (5) Product: [F:1][C:2]([F:13])([F:14])[C:3]1[CH:8]=[C:7]([Br:24])[CH:6]=[C:5]([C:9]([F:10])([F:11])[F:12])[CH:4]=1. The catalyst class is: 6. Reactant: [F:1][C:2]([F:14])([F:13])[C:3]1[CH:8]=[CH:7][CH:6]=[C:5]([C:9]([F:12])([F:11])[F:10])[CH:4]=1.C(O)(=O)C.S(=O)(=O)(O)O.[Br:24]N1C(C)(C)C(=O)N(Br)C1=O. (6) Reactant: [NH2:1][C:2]1[C:7]([O:8]C)=[C:6]([Cl:10])[CH:5]=[C:4]([F:11])[C:3]=1[N:12]1[C:17](=[O:18])[CH:16]=[C:15]([C:19]([F:22])([F:21])[F:20])[N:14]([CH3:23])[C:13]1=[O:24].C(Cl)Cl. Product: [NH2:1][C:2]1[C:7]([OH:8])=[C:6]([Cl:10])[CH:5]=[C:4]([F:11])[C:3]=1[N:12]1[C:17](=[O:18])[CH:16]=[C:15]([C:19]([F:22])([F:21])[F:20])[N:14]([CH3:23])[C:13]1=[O:24]. The catalyst class is: 26.